From a dataset of Full USPTO retrosynthesis dataset with 1.9M reactions from patents (1976-2016). Predict the reactants needed to synthesize the given product. (1) The reactants are: N#N.[C:3]([O:7][C:8]([NH:10][CH:11]([CH2:15][C:16]1[CH:21]=[CH:20][C:19]([C:22]([F:25])([F:24])[CH3:23])=[CH:18][CH:17]=1)[C:12](O)=O)=[O:9])([CH3:6])([CH3:5])[CH3:4].C(N1CCOCC1)C.CN(C(O[N:42]1N=[N:49][C:44]2[CH:45]=[CH:46][CH:47]=[CH:48][C:43]1=2)=[N+](C)C)C.[B-](F)(F)(F)F.C1(N)C(N)=CC=CC=1. Given the product [NH:42]1[C:43]2[CH:48]=[CH:47][CH:46]=[CH:45][C:44]=2[N:49]=[C:12]1[CH:11]([NH:10][C:8](=[O:9])[O:7][C:3]([CH3:6])([CH3:5])[CH3:4])[CH2:15][C:16]1[CH:21]=[CH:20][C:19]([C:22]([F:25])([F:24])[CH3:23])=[CH:18][CH:17]=1, predict the reactants needed to synthesize it. (2) Given the product [F:14][C:2]([F:1])([F:15])[C:3]1[CH:4]=[N:5][C:6]2[CH2:7][CH2:8][NH:9][CH2:10][C:11]=2[CH:12]=1, predict the reactants needed to synthesize it. The reactants are: [F:1][C:2]([F:15])([F:14])[C:3]1[CH:4]=[N:5][C:6]2[CH2:7][C:8](=O)[NH:9][CH2:10][C:11]=2[CH:12]=1.B. (3) Given the product [CH2:1]([O:8][C:9]1[CH:10]=[CH:11][C:12]([N:15]2[C:16]3=[N:17][CH:18]=[C:19]([CH3:23])[CH:20]=[C:21]3[NH:22][C:29]2=[O:30])=[CH:13][CH:14]=1)[C:2]1[CH:7]=[CH:6][CH:5]=[CH:4][CH:3]=1, predict the reactants needed to synthesize it. The reactants are: [CH2:1]([O:8][C:9]1[CH:14]=[CH:13][C:12]([NH:15][C:16]2[C:21]([NH2:22])=[CH:20][C:19]([CH3:23])=[CH:18][N:17]=2)=[CH:11][CH:10]=1)[C:2]1[CH:7]=[CH:6][CH:5]=[CH:4][CH:3]=1.C1N=CN([C:29](N2C=NC=C2)=[O:30])C=1. (4) Given the product [Cl:4][CH2:3][CH2:2][O:20][C:16]1[C:15]2[CH:14]=[CH:13][CH:12]=[C:11]([CH3:10])[C:19]=2[O:18][N:17]=1, predict the reactants needed to synthesize it. The reactants are: Br[CH2:2][CH2:3][Cl:4].CN(C=O)C.[CH3:10][C:11]1[C:19]2[O:18][N:17]=[C:16]([OH:20])[C:15]=2[CH:14]=[CH:13][CH:12]=1.C(=O)([O-])[O-].[K+].[K+]. (5) Given the product [CH3:16][N:12]([CH:13]([CH3:15])[CH3:14])[C:11]1[C:2]([C:27]2[CH:28]=[C:29]3[C:24](=[CH:25][CH:26]=2)[NH:23][C:22]([CH3:21])=[CH:30]3)=[N:3][C:4]2[C:9]([N:10]=1)=[CH:8][C:7]([C:17]([O:19][CH3:20])=[O:18])=[CH:6][CH:5]=2, predict the reactants needed to synthesize it. The reactants are: Cl[C:2]1[C:11]([N:12]([CH3:16])[CH:13]([CH3:15])[CH3:14])=[N:10][C:9]2[C:4](=[CH:5][CH:6]=[C:7]([C:17]([O:19][CH3:20])=[O:18])[CH:8]=2)[N:3]=1.[CH3:21][C:22]1[NH:23][C:24]2[C:29]([CH:30]=1)=[CH:28][C:27](B1OC(C)(C)C(C)(C)O1)=[CH:26][CH:25]=2.C(=O)([O-])[O-].[K+].[K+]. (6) Given the product [NH2:20][C:21]1[CH:26]=[CH:25][CH:24]=[CH:23][C:22]=1[C:2]1[CH:7]=[CH:6][N:5]=[C:4]([C@@H:8]([NH:12][C:13](=[O:19])[O:14][C:15]([CH3:18])([CH3:17])[CH3:16])[CH2:9][CH:10]=[CH2:11])[CH:3]=1, predict the reactants needed to synthesize it. The reactants are: Cl[C:2]1[CH:7]=[CH:6][N:5]=[C:4]([C@@H:8]([NH:12][C:13](=[O:19])[O:14][C:15]([CH3:18])([CH3:17])[CH3:16])[CH2:9][CH:10]=[CH2:11])[CH:3]=1.[NH2:20][C:21]1[CH:26]=[CH:25][CH:24]=[CH:23][C:22]=1B(O)O.O.P(=O)(O)(O)O.[K]. (7) Given the product [Cl:26][C:21]1[CH:20]=[C:19]([S:16]([CH3:15])(=[O:18])=[O:17])[CH:24]=[CH:23][C:9]=1[NH:8][C:7]1[CH:12]=[C:3]([C:2]([F:14])([F:13])[F:1])[CH:4]=[CH:5][C:6]=1[OH:10], predict the reactants needed to synthesize it. The reactants are: [F:1][C:2]([F:14])([F:13])[C:3]1[CH:4]=[CH:5][C:6]2[O:10][C:9](=O)[NH:8][C:7]=2[CH:12]=1.[CH3:15][S:16]([C:19]1[CH:24]=[CH:23]C(F)=[C:21]([Cl:26])[CH:20]=1)(=[O:18])=[O:17]. (8) Given the product [CH3:11][N:12]([CH3:14])/[CH:13]=[CH:9]/[C:8]([C:5]1[CH:6]=[CH:7][C:2]([CH3:1])=[CH:3][CH:4]=1)=[O:10], predict the reactants needed to synthesize it. The reactants are: [CH3:1][C:2]1[CH:7]=[CH:6][C:5]([C:8](=[O:10])[CH3:9])=[CH:4][CH:3]=1.[CH3:11][N:12]([CH:14](OC)OC)[CH3:13].